This data is from Forward reaction prediction with 1.9M reactions from USPTO patents (1976-2016). The task is: Predict the product of the given reaction. Given the reactants Cl[Si:2]([CH:9]1[CH2:14][CH2:13][CH2:12][CH2:11]C1)([O:6][CH2:7][CH3:8])[O:3][CH2:4][CH3:5].[CH:15]1([Mg]Cl)[CH2:19][CH2:18]CC1.[Cl-].[NH4+].[CH2:24](OCC)C, predict the reaction product. The product is: [CH:9]1([Si:2]([CH2:24][CH:19]([CH3:18])[CH3:15])([O:3][CH2:4][CH3:5])[O:6][CH2:7][CH3:8])[CH2:14][CH2:13][CH2:12][CH2:11]1.